The task is: Predict the reaction yield, written as a fraction of the theoretical maximum amount of product (1.0 means a 100% yield; for example, 0.34 means a 34% yield).. This data is from Reaction yield outcomes from USPTO patents with 853,638 reactions. (1) The reactants are [NH:1]1[C:9]2[C:4](=[CH:5][CH:6]=[CH:7][CH:8]=2)[CH2:3][CH2:2]1.[CH:10](O)=[O:11].O. The catalyst is C1(C)C=CC=CC=1. The product is [CH:10]([N:1]1[C:9]2[C:4](=[CH:5][CH:6]=[CH:7][CH:8]=2)[CH2:3][CH2:2]1)=[O:11]. The yield is 0.880. (2) The reactants are [N+:1]([C:4]1[C:12]2[C:7](=[CH:8][CH:9]=[CH:10][CH:11]=2)[NH:6][C:5]=1[C:13]1[C:14](=[O:23])[NH:15][C:16]2[C:21]([N:22]=1)=[CH:20][CH:19]=[CH:18][CH:17]=2)([O-])=O. The catalyst is CN(C=O)C.C1COCC1.[Pd]. The product is [NH2:1][C:4]1[C:12]2[C:7](=[CH:8][CH:9]=[CH:10][CH:11]=2)[NH:6][C:5]=1[C:13]1[C:14](=[O:23])[NH:15][C:16]2[C:21]([N:22]=1)=[CH:20][CH:19]=[CH:18][CH:17]=2. The yield is 0.780. (3) The reactants are CCN(C(C)C)C(C)C.[F:10][C:11]1[CH:19]=[CH:18][C:14]([C:15]([OH:17])=O)=[CH:13][CH:12]=1.CCN=C=NCCCN(C)C.C1C=CC2N(O)N=NC=2C=1.Cl.[O:42]=[C:43]([N:61]1[CH2:66][CH2:65][NH:64][CH2:63][CH2:62]1)[CH2:44][NH:45][C:46](=[O:60])[C:47]1[CH:52]=[CH:51][C:50]([O:53][C:54]2[CH:59]=[CH:58][CH:57]=[CH:56][CH:55]=2)=[CH:49][CH:48]=1. The catalyst is CN(C=O)C.O. The product is [F:10][C:11]1[CH:12]=[CH:13][C:14]([C:15]([N:64]2[CH2:65][CH2:66][N:61]([C:43](=[O:42])[CH2:44][NH:45][C:46](=[O:60])[C:47]3[CH:48]=[CH:49][C:50]([O:53][C:54]4[CH:55]=[CH:56][CH:57]=[CH:58][CH:59]=4)=[CH:51][CH:52]=3)[CH2:62][CH2:63]2)=[O:17])=[CH:18][CH:19]=1. The yield is 0.490. (4) The reactants are [CH2:1]([NH:8][C:9]([NH:11][CH2:12][CH2:13][CH2:14][O:15][C:16]1[CH:17]=[C:18]2[C:22](=[CH:23][CH:24]=1)[NH:21][C:20]([CH2:25][CH2:26][C:27]([O:29]C)=[O:28])=[CH:19]2)=[O:10])[C:2]1[CH:7]=[CH:6][CH:5]=[CH:4][CH:3]=1.O.[OH-].[Na+]. The catalyst is O1CCCC1. The product is [CH2:1]([NH:8][C:9]([NH:11][CH2:12][CH2:13][CH2:14][O:15][C:16]1[CH:17]=[C:18]2[C:22](=[CH:23][CH:24]=1)[NH:21][C:20]([CH2:25][CH2:26][C:27]([OH:29])=[O:28])=[CH:19]2)=[O:10])[C:2]1[CH:3]=[CH:4][CH:5]=[CH:6][CH:7]=1. The yield is 0.820. (5) The reactants are [CH2:1]([N:8]1[C:13](=O)[C:12]([C:15]2[CH:20]=[CH:19][C:18]([F:21])=[CH:17][CH:16]=2)=[C:11]([C:22]2[CH:27]=[CH:26][C:25]([S:28]([CH3:31])(=[O:30])=[O:29])=[CH:24][CH:23]=2)[CH:10]=[N:9]1)[C:2]1[CH:7]=[CH:6][CH:5]=[CH:4][CH:3]=1.COC1C=CC(P2(SP(C3C=CC(OC)=CC=3)(=S)S2)=[S:41])=CC=1. The catalyst is C1(C)C=CC=CC=1. The product is [CH2:1]([N:8]1[C:13](=[S:41])[C:12]([C:15]2[CH:20]=[CH:19][C:18]([F:21])=[CH:17][CH:16]=2)=[C:11]([C:22]2[CH:27]=[CH:26][C:25]([S:28]([CH3:31])(=[O:30])=[O:29])=[CH:24][CH:23]=2)[CH:10]=[N:9]1)[C:2]1[CH:7]=[CH:6][CH:5]=[CH:4][CH:3]=1. The yield is 0.880. (6) The reactants are [CH:1]1([Mg]Br)[CH2:3][CH2:2]1.[CH2:6]([O:8][P:9]([N:14]1[CH:20]2[CH:15]1[CH2:16][CH2:17][N:18]([C:21]([O:23][CH2:24][C:25]1[CH:30]=[CH:29][CH:28]=[CH:27][CH:26]=1)=[O:22])[CH2:19]2)([O:11][CH2:12][CH3:13])=[O:10])[CH3:7].O. The catalyst is C1COCC1. The product is [CH:1]1([C@@H:15]2[CH2:16][CH2:17][N:18]([C:21]([O:23][CH2:24][C:25]3[CH:30]=[CH:29][CH:28]=[CH:27][CH:26]=3)=[O:22])[CH2:19][C@H:20]2[NH:14][P:9]([O:8][CH2:6][CH3:7])([O:11][CH2:12][CH3:13])=[O:10])[CH2:3][CH2:2]1. The yield is 0.590. (7) The reactants are [Cl:1][C:2]1[CH:7]=[C:6]([N+:8]([O-:10])=[O:9])[CH:5]=[C:4]([Cl:11])[C:3]=1[OH:12].N12CCN(CC1)CC2.[CH3:21][N:22]([CH3:26])[C:23](Cl)=[S:24]. The catalyst is CN(C)C=O.C(OCC)(=O)C. The product is [Cl:1][C:2]1[CH:7]=[C:6]([N+:8]([O-:10])=[O:9])[CH:5]=[C:4]([Cl:11])[C:3]=1[O:12][C:23](=[S:24])[N:22]([CH3:26])[CH3:21]. The yield is 0.750. (8) The reactants are Cl.[F:2][C:3]1[CH:4]=[C:5]([C:8]2[O:12][N:11]=[C:10]([C@H:13]3[CH2:18][CH2:17][CH2:16][NH:15][CH2:14]3)[N:9]=2)[NH:6][CH:7]=1.[F:19][C:20]1[CH:25]=[C:24]([C:26](O)=[O:27])[CH:23]=[CH:22][N:21]=1. No catalyst specified. The product is [F:19][C:20]1[CH:25]=[C:24]([C:26]([N:15]2[CH2:16][CH2:17][CH2:18][C@H:13]([C:10]3[N:9]=[C:8]([C:5]4[NH:6][CH:7]=[C:3]([F:2])[CH:4]=4)[O:12][N:11]=3)[CH2:14]2)=[O:27])[CH:23]=[CH:22][N:21]=1. The yield is 0.610. (9) The reactants are [NH2:1][C@@H:2]([C:6]1[CH:11]=[CH:10][CH:9]=[CH:8][C:7]=1[CH3:12])[C:3](O)=O.C[O:14][C:15](=O)[C@H:16]([CH2:18][CH:19]([CH3:21])[CH3:20])[NH2:17].C([C@@H]1NC[C@H](CC(C)C)NC1=O)C(C)C. No catalyst specified. The product is [CH2:18]([C@@H:16]1[NH:17][CH2:3][C@H:2]([C:6]2[CH:11]=[CH:10][CH:9]=[CH:8][C:7]=2[CH3:12])[NH:1][C:15]1=[O:14])[CH:19]([CH3:21])[CH3:20]. The yield is 0.201. (10) The reactants are Br[C:2]1[C:3]2[C:4]3[CH:18]=[CH:17][S:16][C:5]=3[C:6](=[O:15])[NH:7][C:8]=2[C:9]([CH3:14])=[CH:10][C:11]=1[O:12][CH3:13].CC1(C)C(C)(C)OB([C:27]2[CH:32]=[CH:31][C:30]([C@@H:33]([CH3:43])[CH2:34][NH:35][C:36](=[O:42])[O:37][C:38]([CH3:41])([CH3:40])[CH3:39])=[CH:29][CH:28]=2)O1. No catalyst specified. The product is [CH3:13][O:12][C:11]1[CH:10]=[C:9]([CH3:14])[C:8]2[NH:7][C:6](=[O:15])[C:5]3[S:16][CH:17]=[CH:18][C:4]=3[C:3]=2[C:2]=1[C:27]1[CH:28]=[CH:29][C:30]([C@@H:33]([CH3:43])[CH2:34][NH:35][C:36](=[O:42])[O:37][C:38]([CH3:40])([CH3:39])[CH3:41])=[CH:31][CH:32]=1. The yield is 0.350.